Dataset: Forward reaction prediction with 1.9M reactions from USPTO patents (1976-2016). Task: Predict the product of the given reaction. (1) Given the reactants C(OC([N:8]1[C:16]2[C:11](=[CH:12][CH:13]=[C:14](/[CH:17]=[CH:18]/[C:19](=[O:32])[CH2:20][C:21](=[O:31])/[CH:22]=[CH:23]/[C:24]3[CH:29]=[CH:28][C:27]([OH:30])=[CH:26][CH:25]=3)[CH:15]=2)[CH2:10][CH2:9]1)=O)(C)(C)C.C(OC(NC1C=CC(/C=C/C(=O)CC(=O)/C=C/C2C=CC(O)=CC=2)=CC=1)=O)(C)(C)C, predict the reaction product. The product is: [OH:30][C:27]1[CH:28]=[CH:29][C:24](/[CH:23]=[CH:22]/[C:21](=[O:31])[CH2:20][C:19](=[O:32])/[CH:18]=[CH:17]/[C:14]2[CH:15]=[C:16]3[C:11]([CH2:10][CH2:9][NH:8]3)=[CH:12][CH:13]=2)=[CH:25][CH:26]=1. (2) The product is: [Br:1][C:2]([Br:11])=[CH:3][C:4]1[CH:9]=[CH:8][CH:7]=[CH:6][C:5]=1[NH:10][C:25]1[CH:24]=[CH:23][CH:22]=[CH:21][C:20]=1[CH3:19]. Given the reactants [Br:1][C:2]([Br:11])=[CH:3][C:4]1[CH:9]=[CH:8][CH:7]=[CH:6][C:5]=1[NH2:10].[C:19](O)(=O)[CH2:20][CH2:21][CH2:22][CH2:23][CH2:24][CH2:25][CH2:19][CH2:20][CH2:21][CH2:22][CH2:23][CH2:24][CH3:25].N1C(C)=CC=CC=1C, predict the reaction product. (3) Given the reactants [N:1]1[C:10]2[C:5](=[CH:6][CH:7]=[CH:8][CH:9]=2)[CH:4]=[C:3](OS(C2C=CC(C)=CC=2)(=O)=O)[CH:2]=1.[C:22]([C:24]1[CH:29]=[CH:28][C:27]([NH2:30])=[CH:26][CH:25]=1)#[CH:23], predict the reaction product. The product is: [N:1]1[C:10]2[C:5](=[CH:6][CH:7]=[CH:8][CH:9]=2)[CH:4]=[C:3]([C:23]#[C:22][C:24]2[CH:29]=[CH:28][C:27]([NH2:30])=[CH:26][CH:25]=2)[CH:2]=1. (4) Given the reactants FC(F)(F)C(O)=O.[NH:8]1[CH2:12][CH2:11][C@H:10]([CH2:13][NH:14][C:15]([C:17]2[S:18][C:19]([Br:23])=[C:20]([Br:22])[CH:21]=2)=[O:16])[CH2:9]1.[N+](C1C=CC([O:33][C:34](=O)[NH:35][C:36]2[CH:41]=[CH:40][C:39]([N:42]3[CH:47]=[CH:46][CH:45]=[CH:44][C:43]3=[O:48])=[CH:38][C:37]=2[F:49])=CC=1)([O-])=O, predict the reaction product. The product is: [F:49][C:37]1[CH:38]=[C:39]([N:42]2[CH:47]=[CH:46][CH:45]=[CH:44][C:43]2=[O:48])[CH:40]=[CH:41][C:36]=1[NH:35][C:34]([N:8]1[CH2:12][CH2:11][C@H:10]([CH2:13][NH:14][C:15]([C:17]2[S:18][C:19]([Br:23])=[C:20]([Br:22])[CH:21]=2)=[O:16])[CH2:9]1)=[O:33]. (5) Given the reactants [C:1]([C:9]1[CH:14]=[CH:13][CH:12]=[CH:11][C:10]=1[NH:15][S:16]([C:19]1[CH:27]=[CH:26][C:22]([C:23]([OH:25])=O)=[CH:21][CH:20]=1)(=[O:18])=[O:17])(=[O:8])[C:2]1[CH:7]=[CH:6][CH:5]=[CH:4][CH:3]=1.[NH:28]1[CH2:33][CH2:32][CH:31]([CH2:34][CH2:35][CH2:36][CH:37]2[CH2:42][CH2:41][NH:40][CH2:39][CH2:38]2)[CH2:30][CH2:29]1, predict the reaction product. The product is: [C:1]([C:9]1[CH:14]=[CH:13][CH:12]=[CH:11][C:10]=1[NH:15][S:16]([C:19]1[CH:27]=[CH:26][C:22]([C:23]([N:28]2[CH2:33][CH2:32][CH:31]([CH2:34][CH2:35][CH2:36][CH:37]3[CH2:38][CH2:39][NH:40][CH2:41][CH2:42]3)[CH2:30][CH2:29]2)=[O:25])=[CH:21][CH:20]=1)(=[O:18])=[O:17])(=[O:8])[C:2]1[CH:3]=[CH:4][CH:5]=[CH:6][CH:7]=1. (6) Given the reactants C(O[C:6]([N:8]1[CH2:13][CH2:12][CH:11]([C:14]([N:16]2[CH2:21][CH:20]([CH3:22])[NH:19][CH:18]([CH3:23])[CH2:17]2)=O)[CH2:10][CH2:9]1)=O)(C)(C)C.[H-].[H-].[H-].[H-].[Li+].[Al+3], predict the reaction product. The product is: [CH3:23][CH:18]1[NH:19][CH:20]([CH3:22])[CH2:21][N:16]([CH2:14][CH:11]2[CH2:12][CH2:13][N:8]([CH3:6])[CH2:9][CH2:10]2)[CH2:17]1. (7) Given the reactants [CH2:1]([O:3][C:4](=[O:21])[C:5]1[CH:10]=[CH:9][C:8]([O:11][C:12]2[CH:17]=[CH:16][CH:15]=[CH:14][CH:13]=2)=[CH:7][C:6]=1[CH:18](Br)Br)[CH3:2].[O:22]1CCCC1, predict the reaction product. The product is: [CH2:1]([O:3][C:4](=[O:21])[C:5]1[CH:10]=[CH:9][C:8]([O:11][C:12]2[CH:17]=[CH:16][CH:15]=[CH:14][CH:13]=2)=[CH:7][C:6]=1[CH:18]=[O:22])[CH3:2]. (8) The product is: [F:15][C:12]([F:13])([F:14])[CH:11]([CH3:16])[O:10][C:7]1[N:8]=[CH:9][C:4]([NH2:1])=[CH:5][CH:6]=1. Given the reactants [N+:1]([C:4]1[CH:5]=[CH:6][C:7]([O:10][CH:11]([CH3:16])[C:12]([F:15])([F:14])[F:13])=[N:8][CH:9]=1)([O-])=O, predict the reaction product. (9) Given the reactants CS(O[CH2:6][CH2:7][C@@H:8]1[CH2:13][N:12]([C:14]([O:16][CH2:17][C:18]2[CH:23]=[CH:22][CH:21]=[CH:20][CH:19]=2)=[O:15])[CH2:11][CH2:10][N:9]1[C:24]([O:26][C:27]([CH3:30])([CH3:29])[CH3:28])=[O:25])(=O)=O.[CH3:31][O:32][C:33]1[CH:38]=[CH:37][CH:36]=[CH:35][C:34]=1[NH:39][S:40]([C:43]1[CH:48]=[CH:47][CH:46]=[CH:45][C:44]=1[N+:49]([O-:51])=[O:50])(=[O:42])=[O:41].C(=O)([O-])[O-].[K+].[K+].CN(C=O)C, predict the reaction product. The product is: [CH3:31][O:32][C:33]1[CH:38]=[CH:37][CH:36]=[CH:35][C:34]=1[N:39]([S:40]([C:43]1[CH:48]=[CH:47][CH:46]=[CH:45][C:44]=1[N+:49]([O-:51])=[O:50])(=[O:42])=[O:41])[CH2:6][CH2:7][C@@H:8]1[CH2:13][N:12]([C:14]([O:16][CH2:17][C:18]2[CH:23]=[CH:22][CH:21]=[CH:20][CH:19]=2)=[O:15])[CH2:11][CH2:10][N:9]1[C:24]([O:26][C:27]([CH3:28])([CH3:30])[CH3:29])=[O:25]. (10) Given the reactants C[O:2][C:3](=[O:19])[CH2:4][N:5]1[CH2:10][CH2:9][CH:8]([C:11]2[CH:16]=[CH:15][CH:14]=[C:13]([O:17]C)[CH:12]=2)[CH2:7][CH2:6]1.[BrH:20], predict the reaction product. The product is: [BrH:20].[OH:17][C:13]1[CH:12]=[C:11]([CH:8]2[CH2:9][CH2:10][N:5]([CH2:4][C:3]([OH:19])=[O:2])[CH2:6][CH2:7]2)[CH:16]=[CH:15][CH:14]=1.